From a dataset of NCI-60 drug combinations with 297,098 pairs across 59 cell lines. Regression. Given two drug SMILES strings and cell line genomic features, predict the synergy score measuring deviation from expected non-interaction effect. (1) Drug 2: C1C(C(OC1N2C=NC3=C(N=C(N=C32)Cl)N)CO)O. Cell line: HOP-62. Drug 1: CCC1=CC2CC(C3=C(CN(C2)C1)C4=CC=CC=C4N3)(C5=C(C=C6C(=C5)C78CCN9C7C(C=CC9)(C(C(C8N6C)(C(=O)OC)O)OC(=O)C)CC)OC)C(=O)OC.C(C(C(=O)O)O)(C(=O)O)O. Synergy scores: CSS=16.3, Synergy_ZIP=-2.35, Synergy_Bliss=0.698, Synergy_Loewe=-8.99, Synergy_HSA=0.309. (2) Drug 1: C1C(C(OC1N2C=NC(=NC2=O)N)CO)O. Drug 2: C(CCl)NC(=O)N(CCCl)N=O. Cell line: HCT116. Synergy scores: CSS=9.72, Synergy_ZIP=-3.69, Synergy_Bliss=-2.95, Synergy_Loewe=-7.67, Synergy_HSA=-1.80.